From a dataset of Forward reaction prediction with 1.9M reactions from USPTO patents (1976-2016). Predict the product of the given reaction. Given the reactants Cl[C:2]1[N:3]=[N:4][C:5](Cl)=[CH:6][C:7]=1[C:8]1[CH:13]=[CH:12][CH:11]=[C:10]([N+:14]([O-])=O)[CH:9]=1.C(=O)([O-])O.[Na+], predict the reaction product. The product is: [N:4]1[CH:5]=[CH:6][C:7]([C:8]2[CH:9]=[C:10]([NH2:14])[CH:11]=[CH:12][CH:13]=2)=[CH:2][N:3]=1.